From a dataset of Forward reaction prediction with 1.9M reactions from USPTO patents (1976-2016). Predict the product of the given reaction. (1) Given the reactants [F:1][C:2]1[CH:11]=[CH:10][CH:9]=[C:8]2[C:3]=1[C:4]([CH2:21][C:22]([O:24]C)=O)=[N:5][C:6]([N:12]1[CH2:17][CH2:16][N:15]3[CH2:18][CH2:19][CH2:20][C@@H:14]3[CH2:13]1)=[N:7]2.[NH3:26], predict the reaction product. The product is: [F:1][C:2]1[CH:11]=[CH:10][CH:9]=[C:8]2[C:3]=1[C:4]([CH2:21][C:22]([NH2:26])=[O:24])=[N:5][C:6]([N:12]1[CH2:17][CH2:16][N:15]3[CH2:18][CH2:19][CH2:20][C@@H:14]3[CH2:13]1)=[N:7]2. (2) The product is: [CH3:1][C:2]1[C:6]([C:7]2[N:8]([C:22]3[CH:23]=[CH:24][C:25]([OH:28])=[CH:26][CH:27]=3)[C:9]3[C:14]([C:15]=2[C:16](=[O:21])[C:17]([F:20])([F:18])[F:19])=[CH:13][CH:12]=[CH:11][CH:10]=3)=[C:5]([CH3:30])[O:4][N:3]=1. Given the reactants [CH3:1][C:2]1[C:6]([C:7]2[N:8]([C:22]3[CH:27]=[CH:26][C:25]([O:28]C)=[CH:24][CH:23]=3)[C:9]3[C:14]([C:15]=2[C:16](=[O:21])[C:17]([F:20])([F:19])[F:18])=[CH:13][CH:12]=[CH:11][CH:10]=3)=[C:5]([CH3:30])[O:4][N:3]=1.B(Br)(Br)Br.O.O1CCOCC1, predict the reaction product. (3) Given the reactants C[O:2][C:3](=O)[CH2:4][C:5]([C:7]1[CH:16]=[CH:15][C:10]([C:11]([O:13][CH3:14])=[O:12])=[CH:9][CH:8]=1)=O.S(O)(O)(=O)=O.[CH3:23][NH:24][NH2:25].C(N(CC)CC)C, predict the reaction product. The product is: [CH3:23][N:24]1[C:3](=[O:2])[CH2:4][C:5]([C:7]2[CH:16]=[CH:15][C:10]([C:11]([O:13][CH3:14])=[O:12])=[CH:9][CH:8]=2)=[N:25]1. (4) The product is: [Cl:49][C:18]1[CH:17]=[C:16]([S:13]([NH:12][CH2:11][CH2:10][CH2:9][OH:8])(=[O:15])=[O:14])[CH:21]=[C:20]([F:22])[C:19]=1[CH2:23][S:24][C:25]1[N:26]([C:42]2[CH:43]=[CH:44][C:45]([F:48])=[CH:46][CH:47]=2)[C:27]([C:30]([C:33]2[CH:38]=[CH:37][C:36]([F:39])=[C:35]([O:40][CH3:41])[CH:34]=2)([CH3:31])[CH3:32])=[CH:28][N:29]=1. Given the reactants [Si]([O:8][CH2:9][CH2:10][CH2:11][NH:12][S:13]([C:16]1[CH:21]=[C:20]([F:22])[C:19]([CH2:23][S:24][C:25]2[N:26]([C:42]3[CH:47]=[CH:46][C:45]([F:48])=[CH:44][CH:43]=3)[C:27]([C:30]([C:33]3[CH:38]=[CH:37][C:36]([F:39])=[C:35]([O:40][CH3:41])[CH:34]=3)([CH3:32])[CH3:31])=[CH:28][N:29]=2)=[C:18]([Cl:49])[CH:17]=1)(=[O:15])=[O:14])(C(C)(C)C)(C)C.CCCC[N+](CCCC)(CCCC)CCCC.[F-], predict the reaction product. (5) Given the reactants [NH:1]1[CH2:6][CH2:5][NH:4][CH2:3][CH2:2]1.Br[C:8]1[CH:13]=[CH:12][CH:11]=[CH:10][C:9]=1[CH:14]([CH3:16])[CH3:15], predict the reaction product. The product is: [CH:14]([C:9]1[CH:10]=[CH:11][CH:12]=[CH:13][C:8]=1[N:1]1[CH2:6][CH2:5][NH:4][CH2:3][CH2:2]1)([CH3:16])[CH3:15]. (6) Given the reactants N1(C2C=CC=CN=2)CCCC1.Cl[C:13]([O:15][CH2:16][CH2:17][CH2:18][CH3:19])=[O:14].[N:20]1([CH2:25][C:26]2[CH:31]=[CH:30][C:29]([C:32]3[CH:37]=[C:36]([CH2:38][CH:39]([CH3:41])[CH3:40])[CH:35]=[CH:34][C:33]=3[S:42]([NH:45]C(C)(C)C)(=[O:44])=[O:43])=[CH:28][CH:27]=2)[CH:24]=[CH:23][N:22]=[CH:21]1, predict the reaction product. The product is: [CH2:16]([O:15][C:13]([NH:45][S:42]([C:33]1[CH:34]=[CH:35][C:36]([CH2:38][CH:39]([CH3:41])[CH3:40])=[CH:37][C:32]=1[C:29]1[CH:30]=[CH:31][C:26]([CH2:25][N:20]2[CH:24]=[CH:23][N:22]=[CH:21]2)=[CH:27][CH:28]=1)(=[O:43])=[O:44])=[O:14])[CH2:17][CH2:18][CH3:19]. (7) Given the reactants [F:1][C:2]1[CH:10]=[CH:9][C:5]([C:6](Cl)=[O:7])=[CH:4][CH:3]=1.[NH2:11][C:12]1[CH:13]=[C:14]([CH:30]=[CH:31][CH:32]=1)[CH2:15][NH:16][C:17]1[C:26]2[C:21](=[C:22]([C:27]([NH2:29])=[O:28])[CH:23]=[CH:24][CH:25]=2)[N:20]=[CH:19][N:18]=1.C(N(CC)CC)C.CCOCC, predict the reaction product. The product is: [F:1][C:2]1[CH:10]=[CH:9][C:5]([C:6]([NH:11][C:12]2[CH:13]=[C:14]([CH:30]=[CH:31][CH:32]=2)[CH2:15][NH:16][C:17]2[C:26]3[C:21](=[C:22]([C:27]([NH2:29])=[O:28])[CH:23]=[CH:24][CH:25]=3)[N:20]=[CH:19][N:18]=2)=[O:7])=[CH:4][CH:3]=1. (8) Given the reactants [C:1]([C:5]1[N:10]=[C:9]([N:11]=[CH:12][N:13](C)C)[C:8]([C:16]#[N:17])=[CH:7][CH:6]=1)([CH3:4])([CH3:3])[CH3:2].[CH3:18][O:19][C:20](=[O:43])[C:21]1[CH:26]=[CH:25][C:24]([S:27][C:28]2[CH:33]=[CH:32][C:31]([NH:34][C:35]([O:37][C:38]([CH3:41])([CH3:40])[CH3:39])=[O:36])=[CH:30][CH:29]=2)=[C:23](N)[CH:22]=1.CCOC(C)=O.C([O-])([O-])=O.[K+].[K+], predict the reaction product. The product is: [CH3:18][O:19][C:20](=[O:43])[C:21]1[CH:22]=[CH:23][C:24]([S:27][C:28]2[CH:33]=[CH:32][C:31]([NH:34][C:35]([O:37][C:38]([CH3:40])([CH3:39])[CH3:41])=[O:36])=[CH:30][CH:29]=2)=[C:25]([NH:17][C:16]2[C:8]3[CH:7]=[CH:6][C:5]([C:1]([CH3:2])([CH3:3])[CH3:4])=[N:10][C:9]=3[N:11]=[CH:12][N:13]=2)[CH:26]=1. (9) Given the reactants [CH:1]1([CH2:6][C:7]2([N:18]([CH3:20])[CH3:19])[CH2:17][CH2:16][C:10]3([C:14](=O)[NH:13][CH2:12][CH2:11]3)[CH2:9][CH2:8]2)[CH2:5][CH2:4][CH2:3][CH2:2]1.[H-].[Al+3].[Li+].[H-].[H-].[H-].O.[OH-].[Na+], predict the reaction product. The product is: [CH:1]1([CH2:6][C:7]2([N:18]([CH3:19])[CH3:20])[CH2:17][CH2:16][C:10]3([CH2:14][NH:13][CH2:12][CH2:11]3)[CH2:9][CH2:8]2)[CH2:2][CH2:3][CH2:4][CH2:5]1. (10) Given the reactants [CH3:1][O:2][C:3]1[CH:9]=[CH:8][C:6]([NH2:7])=[CH:5][CH:4]=1.C(N(CC)CC)C.[Cl-].ClC1N(C)CC[NH+]1C.[CH3:26][O:27][C:28]1[C:29](=[O:52])[C:30]([CH3:51])=[C:31]([CH2:37][C:38]2[C:39]([O:47][C:48](=[O:50])[CH3:49])=[C:40]([CH:44]=[CH:45][CH:46]=2)[C:41](O)=[O:42])[C:32](=[O:36])[C:33]=1[O:34][CH3:35], predict the reaction product. The product is: [CH3:26][O:27][C:28]1[C:29](=[O:52])[C:30]([CH3:51])=[C:31]([CH2:37][C:38]2[C:39]([O:47][C:48](=[O:50])[CH3:49])=[C:40]([CH:44]=[CH:45][CH:46]=2)[C:41]([NH:7][C:6]2[CH:8]=[CH:9][C:3]([O:2][CH3:1])=[CH:4][CH:5]=2)=[O:42])[C:32](=[O:36])[C:33]=1[O:34][CH3:35].